From a dataset of Reaction yield outcomes from USPTO patents with 853,638 reactions. Predict the reaction yield, written as a fraction of the theoretical maximum amount of product (1.0 means a 100% yield; for example, 0.34 means a 34% yield). (1) The reactants are [N+:1]([C:4]1[CH:9]=[C:8]([C:10]([F:13])([F:12])[F:11])[CH:7]=[CH:6][C:5]=1[S:14]([NH:17][C:18]1[CH:19]=[CH:20][CH:21]=[C:22]2[C:27]=1[N:26]=[CH:25][CH:24]=[CH:23]2)(=[O:16])=[O:15])([O-])=O.O.O.[Sn](Cl)Cl. No catalyst specified. The product is [NH2:1][C:4]1[CH:9]=[C:8]([C:10]([F:12])([F:11])[F:13])[CH:7]=[CH:6][C:5]=1[S:14]([NH:17][C:18]1[CH:19]=[CH:20][CH:21]=[C:22]2[C:27]=1[N:26]=[CH:25][CH:24]=[CH:23]2)(=[O:15])=[O:16]. The yield is 0.710. (2) The reactants are [F:1][C:2]1[CH:7]=[C:6]([N+:8]([O-])=O)[C:5]([F:11])=[CH:4][C:3]=1[O:12][CH2:13][C:14]1[CH:19]=[CH:18][CH:17]=[C:16]([F:20])[CH:15]=1. The catalyst is C(OCC)(=O)C.[Pt]. The product is [F:11][C:5]1[CH:4]=[C:3]([O:12][CH2:13][C:14]2[CH:19]=[CH:18][CH:17]=[C:16]([F:20])[CH:15]=2)[C:2]([F:1])=[CH:7][C:6]=1[NH2:8]. The yield is 0.950.